The task is: Predict the reactants needed to synthesize the given product.. This data is from Full USPTO retrosynthesis dataset with 1.9M reactions from patents (1976-2016). Given the product [CH2:23]([O:22][C:21](=[O:25])[CH2:20][C:18]1[CH:17]=[CH:16][N:15]=[C:14]([Cl:13])[CH:19]=1)[CH3:24], predict the reactants needed to synthesize it. The reactants are: C(NC(C)C)(C)C.C([Li])CCC.[Cl:13][C:14]1[CH:19]=[C:18]([CH3:20])[CH:17]=[CH:16][N:15]=1.[C:21](=O)([O:25]CC)[O:22][CH2:23][CH3:24].